Dataset: Reaction yield outcomes from USPTO patents with 853,638 reactions. Task: Predict the reaction yield, written as a fraction of the theoretical maximum amount of product (1.0 means a 100% yield; for example, 0.34 means a 34% yield). The yield is 0.140. The reactants are [CH:1]([C:4]1[CH:8]=[C:7]([CH2:9][NH:10][C:11]([NH2:13])=[S:12])[O:6][N:5]=1)([CH3:3])[CH3:2].[O-]CC.[Na+].[C:18]([CH2:20][C:21](OCC)=[O:22])#[N:19]. The product is [NH2:19][C:18]1[N:10]([CH2:9][C:7]2[O:6][N:5]=[C:4]([CH:1]([CH3:3])[CH3:2])[CH:8]=2)[C:11](=[S:12])[NH:13][C:21](=[O:22])[CH:20]=1. No catalyst specified.